Dataset: NCI-60 drug combinations with 297,098 pairs across 59 cell lines. Task: Regression. Given two drug SMILES strings and cell line genomic features, predict the synergy score measuring deviation from expected non-interaction effect. (1) Cell line: SR. Drug 1: C1=CC(=CC=C1CCC2=CNC3=C2C(=O)NC(=N3)N)C(=O)NC(CCC(=O)O)C(=O)O. Drug 2: CC=C1C(=O)NC(C(=O)OC2CC(=O)NC(C(=O)NC(CSSCCC=C2)C(=O)N1)C(C)C)C(C)C. Synergy scores: CSS=65.8, Synergy_ZIP=-19.4, Synergy_Bliss=-30.0, Synergy_Loewe=-29.1, Synergy_HSA=-26.7. (2) Drug 1: CC12CCC(CC1=CCC3C2CCC4(C3CC=C4C5=CN=CC=C5)C)O. Drug 2: COCCOC1=C(C=C2C(=C1)C(=NC=N2)NC3=CC=CC(=C3)C#C)OCCOC.Cl. Cell line: SK-MEL-2. Synergy scores: CSS=8.47, Synergy_ZIP=1.94, Synergy_Bliss=9.56, Synergy_Loewe=5.58, Synergy_HSA=6.08. (3) Drug 1: CC1C(C(CC(O1)OC2CC(OC(C2O)C)OC3=CC4=CC5=C(C(=O)C(C(C5)C(C(=O)C(C(C)O)O)OC)OC6CC(C(C(O6)C)O)OC7CC(C(C(O7)C)O)OC8CC(C(C(O8)C)O)(C)O)C(=C4C(=C3C)O)O)O)O. Drug 2: CN(C(=O)NC(C=O)C(C(C(CO)O)O)O)N=O. Cell line: BT-549. Synergy scores: CSS=8.79, Synergy_ZIP=0.618, Synergy_Bliss=0.554, Synergy_Loewe=0.464, Synergy_HSA=0.612.